This data is from Drug-target binding data from BindingDB using IC50 measurements. The task is: Regression. Given a target protein amino acid sequence and a drug SMILES string, predict the binding affinity score between them. We predict pIC50 (pIC50 = -log10(IC50 in M); higher means more potent). Dataset: bindingdb_ic50. (1) The compound is CC(N)c1cc(Cl)ccc1Cn1c(=S)[nH]c(=O)c2[nH]ccc21. The target protein (P07202) has sequence MRALAVLSVTLVMACTEAFFPFISRGKELLWGKPEESRVSSVLEESKRLVDTAMYATMQRNLKKRGILSPAQLLSFSKLPEPTSGVIARAAEIMETSIQAMKRKVNLKTQQSQHPTDALSEDLLSIIANMSGCLPYMLPPKCPNTCLANKYRPITGACNNRDHPRWGASNTALARWLPPVYEDGFSQPRGWNPGFLYNGFPLPPVREVTRHVIQVSNEVVTDDDRYSDLLMAWGQYIDHDIAFTPQSTSKAAFGGGADCQMTCENQNPCFPIQLPEEARPAAGTACLPFYRSSAACGTGDQGALFGNLSTANPRQQMNGLTSFLDASTVYGSSPALERQLRNWTSAEGLLRVHARLRDSGRAYLPFVPPRAPAACAPEPGIPGETRGPCFLAGDGRASEVPSLTALHTLWLREHNRLAAALKALNAHWSADAVYQEARKVVGALHQIITLRDYIPRILGPEAFQQYVGPYEGYDSTANPTVSNVFSTAAFRFGHATIHPL.... The pIC50 is 5.1. (2) The pIC50 is 4.7. The compound is O=C(Nc1ccc(/C=C/c2ccc(O)cc2)cc1)Nc1ccc(F)cc1F. The target protein (P53341) has sequence MTISDHPETEPKWWKEATIYQIYPASFKDSNNDGWGDLKGITSKLQYIKDLGVDAIWVCPFYDSPQQDMGYDISNYEKVWPTYGTNEDCFELIDKTHKLGMKFITDLVINHCSTEHEWFKESRSSKTNPKRDWFFWRPPKGYDAEGKPIPPNNWKSFFGGSAWTFDETTNEFYLRLFASRQVDLNWENEDCRRAIFESAVGFWLDHGVDGFRIDTAGLYSKRPGLPDSPIFDKTSKLQHPNWGSHNGPRIHEYHQELHRFMKNRVKDGREIMTVGEVAHGSDNALYTSAARYEVSEVFSFTHVEVGTSPFFRYNIVPFTLKQWKEAIASNFLFINGTDSWATTYIENHDQARSITRFADDSPKYRKISGKLLTLLECSLTGTLYVYQGQEIGQINFKEWPIEKYEDVDVKNNYEIIKKSFGKNSKEMKDFFKGIALLSRDHSRTPMPWTKDKPNAGFTGPDVKPWFLLNESFEQGINVEQESRDDDSVLNFWKRALQARK....